Dataset: Aqueous solubility values for 9,982 compounds from the AqSolDB database. Task: Regression/Classification. Given a drug SMILES string, predict its absorption, distribution, metabolism, or excretion properties. Task type varies by dataset: regression for continuous measurements (e.g., permeability, clearance, half-life) or binary classification for categorical outcomes (e.g., BBB penetration, CYP inhibition). For this dataset (solubility_aqsoldb), we predict Y. (1) The drug is O=C1OC(CN2CCOCC2)CN1/N=C/c1ccc([N+](=O)[O-])o1. The Y is -2.64 log mol/L. (2) The drug is CCCCCCC(=O)N(C)S(=O)(=O)c1ccc(N(C)C)cc1. The Y is -3.68 log mol/L. (3) The molecule is CC1(C)NC(=O)NC1=O. The Y is 0.0385 log mol/L. (4) The molecule is COc1ccc2cc(C(C)C(=O)OCCOC(=O)C(N)Cc3ccccc3)ccc2c1. The Y is -3.75 log mol/L. (5) The molecule is CCOP(=S)(OCC)SCCSCC. The Y is -4.23 log mol/L.